From a dataset of Peptide-MHC class I binding affinity with 185,985 pairs from IEDB/IMGT. Regression. Given a peptide amino acid sequence and an MHC pseudo amino acid sequence, predict their binding affinity value. This is MHC class I binding data. (1) The peptide sequence is SIISHNFCNL. The MHC is HLA-A68:02 with pseudo-sequence HLA-A68:02. The binding affinity (normalized) is 0.376. (2) The peptide sequence is QTVEDEARRM. The binding affinity (normalized) is 0. The MHC is HLA-A23:01 with pseudo-sequence HLA-A23:01. (3) The peptide sequence is IEYIHFLI. The MHC is Mamu-A11 with pseudo-sequence Mamu-A11. The binding affinity (normalized) is 0.847. (4) The peptide sequence is YTLNDAPYI. The MHC is HLA-A02:16 with pseudo-sequence HLA-A02:16. The binding affinity (normalized) is 0.936. (5) The peptide sequence is GRVIPRMLY. The MHC is HLA-B15:01 with pseudo-sequence HLA-B15:01. The binding affinity (normalized) is 0.0847. (6) The peptide sequence is LIDYNKAAL. The MHC is HLA-A24:02 with pseudo-sequence HLA-A24:02. The binding affinity (normalized) is 0.0720. (7) The peptide sequence is GPRRAAWRI. The MHC is HLA-A26:01 with pseudo-sequence HLA-A26:01. The binding affinity (normalized) is 0.0847. (8) The binding affinity (normalized) is 0.249. The peptide sequence is DLGEELEAL. The MHC is HLA-A02:02 with pseudo-sequence HLA-A02:02. (9) The peptide sequence is EDAMPGVLSY. The MHC is HLA-A29:02 with pseudo-sequence HLA-A29:02. The binding affinity (normalized) is 0.139. (10) The peptide sequence is KLYFWIPWS. The MHC is HLA-A02:06 with pseudo-sequence HLA-A02:06. The binding affinity (normalized) is 0.710.